From a dataset of Peptide-MHC class II binding affinity with 134,281 pairs from IEDB. Regression. Given a peptide amino acid sequence and an MHC pseudo amino acid sequence, predict their binding affinity value. This is MHC class II binding data. (1) The peptide sequence is PYLGYCALLPLLTEE. The MHC is DRB3_0202 with pseudo-sequence DRB3_0202. The binding affinity (normalized) is 0.201. (2) The peptide sequence is TLTEALRVIAGTLEV. The MHC is DRB1_0901 with pseudo-sequence DRB1_0901. The binding affinity (normalized) is 0.609. (3) The peptide sequence is QKRTLSLLQYARYPI. The MHC is DRB1_0701 with pseudo-sequence DRB1_0701. The binding affinity (normalized) is 0.601. (4) The peptide sequence is YEAFVLHFSEALHII. The MHC is DRB1_0901 with pseudo-sequence DRB1_0901. The binding affinity (normalized) is 0.895.